This data is from Full USPTO retrosynthesis dataset with 1.9M reactions from patents (1976-2016). The task is: Predict the reactants needed to synthesize the given product. (1) Given the product [ClH:11].[Cl:11][CH2:7][C:4]1[S:5][CH:6]=[C:2]([CH3:1])[N:3]=1, predict the reactants needed to synthesize it. The reactants are: [CH3:1][C:2]1[N:3]=[C:4]([CH2:7]O)[S:5][CH:6]=1.S(Cl)([Cl:11])=O. (2) Given the product [Br:8][C:6]1[CH:7]=[C:2]([N:1]2[CH2:16][CH2:15][O:14][CH2:13][CH2:12]2)[CH:3]=[N:4][CH:5]=1, predict the reactants needed to synthesize it. The reactants are: [NH2:1][C:2]1[CH:3]=[N:4][CH:5]=[C:6]([Br:8])[CH:7]=1.[H-].[Na+].Br[CH2:12][CH2:13][O:14][CH2:15][CH2:16]Br. (3) Given the product [CH2:1]([O:3][C:4]([C:6]1[S:10][C:9]([CH3:11])=[N:8][C:7]=1[S:12][CH2:14][CH2:15][C:16]([F:18])([F:17])[C:19]1[CH:24]=[CH:23][C:22]([F:25])=[CH:21][CH:20]=1)=[O:5])[CH3:2], predict the reactants needed to synthesize it. The reactants are: [CH2:1]([O:3][C:4]([C:6]1[S:10][C:9]([CH3:11])=[N:8][C:7]=1[SH:12])=[O:5])[CH3:2].Br[CH2:14][CH2:15][C:16]([C:19]1[CH:24]=[CH:23][C:22]([F:25])=[CH:21][CH:20]=1)([F:18])[F:17].C(=O)([O-])[O-].[K+].[K+]. (4) Given the product [NH2:20][C:11]1[C:10]2[N:9]=[C:8]([CH2:21][CH3:22])[N:7]([CH2:6][CH2:5][O:4][CH2:3][CH2:2][NH:1][C:29]([N:23]3[CH2:28][CH2:27][O:26][CH2:25][CH2:24]3)=[O:30])[C:19]=2[C:18]2[CH:17]=[CH:16][CH:15]=[CH:14][C:13]=2[N:12]=1, predict the reactants needed to synthesize it. The reactants are: [NH2:1][CH2:2][CH2:3][O:4][CH2:5][CH2:6][N:7]1[C:19]2[C:18]3[CH:17]=[CH:16][CH:15]=[CH:14][C:13]=3[N:12]=[C:11]([NH2:20])[C:10]=2[N:9]=[C:8]1[CH2:21][CH3:22].[N:23]1([C:29](Cl)=[O:30])[CH2:28][CH2:27][O:26][CH2:25][CH2:24]1. (5) Given the product [F:1][C:2]1[CH:7]=[CH:6][C:5]([CH:8]2[CH2:13][CH2:12][C:11]([N:15]3[CH2:19][CH2:18][CH2:17][CH2:16]3)=[CH:10][CH2:9]2)=[CH:4][CH:3]=1, predict the reactants needed to synthesize it. The reactants are: [F:1][C:2]1[CH:7]=[CH:6][C:5]([CH:8]2[CH2:13][CH2:12][C:11](=O)[CH2:10][CH2:9]2)=[CH:4][CH:3]=1.[NH:15]1[CH2:19][CH2:18][CH2:17][CH2:16]1. (6) Given the product [F:1][C:2]1[CH:7]=[C:6]([O:8][CH3:9])[C:5]([I:21])=[CH:4][C:3]=1[C:10]1[CH:15]=[CH:14][C:13]([C:16]([O:18][CH3:19])=[O:17])=[C:12]([CH3:20])[CH:11]=1, predict the reactants needed to synthesize it. The reactants are: [F:1][C:2]1[CH:7]=[C:6]([O:8][CH3:9])[CH:5]=[CH:4][C:3]=1[C:10]1[CH:15]=[CH:14][C:13]([C:16]([O:18][CH3:19])=[O:17])=[C:12]([CH3:20])[CH:11]=1.[I-:21]. (7) Given the product [C:23]([O:27][C:28](=[O:29])[NH:9][C:7]1[CH:8]=[C:3]([C:2]([F:11])([F:12])[F:1])[CH:4]=[C:5]([NH2:10])[CH:6]=1)([CH3:26])([CH3:25])[CH3:24], predict the reactants needed to synthesize it. The reactants are: [F:1][C:2]([F:12])([F:11])[C:3]1[CH:4]=[C:5]([NH2:10])[CH:6]=[C:7]([NH2:9])[CH:8]=1.C[Si]([N-][Si](C)(C)C)(C)C.[Na+].[C:23]([O:27][C:28](O[C:28]([O:27][C:23]([CH3:26])([CH3:25])[CH3:24])=[O:29])=[O:29])([CH3:26])([CH3:25])[CH3:24].